Predict which catalyst facilitates the given reaction. From a dataset of Catalyst prediction with 721,799 reactions and 888 catalyst types from USPTO. Reactant: [C:1]([O:5][C:6]([N:8]1[CH2:13][CH2:12][CH:11]([CH2:14][C:15]([OH:17])=O)[CH2:10][CH2:9]1)=[O:7])([CH3:4])([CH3:3])[CH3:2].[K].[C:19]([O:25][CH2:26][CH3:27])(=[O:24])[CH2:20]C([O-])=O.[Cl-].[Mg+2].[Cl-].Cl. Product: [C:1]([O:5][C:6]([N:8]1[CH2:9][CH2:10][CH:11]([CH2:14][C:15](=[O:17])[CH2:20][C:19]([O:25][CH2:26][CH3:27])=[O:24])[CH2:12][CH2:13]1)=[O:7])([CH3:2])([CH3:3])[CH3:4]. The catalyst class is: 1.